From a dataset of Reaction yield outcomes from USPTO patents with 853,638 reactions. Predict the reaction yield, written as a fraction of the theoretical maximum amount of product (1.0 means a 100% yield; for example, 0.34 means a 34% yield). (1) The reactants are Cl[C:2]1[C:7]([CH2:8][C:9]2[CH:14]=[C:13]([O:15][CH3:16])[C:12]([O:17][CH3:18])=[CH:11][C:10]=2[CH:19]([CH3:21])[CH3:20])=[CH:6][N:5]=[C:4]([S:22][CH3:23])[N:3]=1.[CH2:24]([NH2:26])[CH3:25]. No catalyst specified. The product is [CH2:24]([NH:26][C:2]1[C:7]([CH2:8][C:9]2[CH:14]=[C:13]([O:15][CH3:16])[C:12]([O:17][CH3:18])=[CH:11][C:10]=2[CH:19]([CH3:21])[CH3:20])=[CH:6][N:5]=[C:4]([S:22][CH3:23])[N:3]=1)[CH3:25]. The yield is 0.630. (2) The reactants are [C:1]([C:3]1[CH:8]=[CH:7][CH:6]=[CH:5][N:4]=1)#[N:2].[Na].[C:10]([C:12]1[CH:13]=[C:14]([CH:19]=[CH:20][CH:21]=1)[C:15]([NH:17][NH2:18])=O)#[N:11]. The catalyst is CO. The product is [N:4]1[CH:5]=[CH:6][CH:7]=[CH:8][C:3]=1[C:1]1[NH:2][C:15]([C:14]2[CH:19]=[CH:20][CH:21]=[C:12]([C:10]#[N:11])[CH:13]=2)=[N:17][N:18]=1. The yield is 0.260. (3) The reactants are C([O:3][C:4]([C:6]1[N:7]([CH2:16][C:17]#[N:18])[C:8]2[C:13]([CH:14]=1)=[CH:12][C:11]([Br:15])=[CH:10][CH:9]=2)=[O:5])C.O[Li].O. The catalyst is C1COCC1.O. The product is [Br:15][C:11]1[CH:12]=[C:13]2[C:8](=[CH:9][CH:10]=1)[N:7]([CH2:16][C:17]#[N:18])[C:6]([C:4]([OH:5])=[O:3])=[CH:14]2. The yield is 0.860.